From a dataset of Catalyst prediction with 721,799 reactions and 888 catalyst types from USPTO. Predict which catalyst facilitates the given reaction. (1) Reactant: [CH:1]1([CH2:4][N:5]([CH2:15][CH2:16][CH3:17])[C:6]2[N:11]=[CH:10][N:9]=[C:8]([C:12]([OH:14])=O)[CH:7]=2)[CH2:3][CH2:2]1.C(N(CC)CC)C.ClC(OC)=O.[NH2:30][C:31]1[CH:36]=[CH:35][C:34]([S:37]([CH2:40][CH2:41][CH2:42][C:43]([O:45][CH2:46][CH3:47])=[O:44])(=[O:39])=[O:38])=[CH:33][CH:32]=1. Product: [CH:1]1([CH2:4][N:5]([CH2:15][CH2:16][CH3:17])[C:6]2[N:11]=[CH:10][N:9]=[C:8]([C:12]([NH:30][C:31]3[CH:36]=[CH:35][C:34]([S:37]([CH2:40][CH2:41][CH2:42][C:43]([O:45][CH2:46][CH3:47])=[O:44])(=[O:39])=[O:38])=[CH:33][CH:32]=3)=[O:14])[CH:7]=2)[CH2:2][CH2:3]1. The catalyst class is: 34. (2) The catalyst class is: 8. Product: [Br:17][C:18]1[CH:19]=[C:20]2[C:24](=[CH:25][CH:26]=1)[NH:23][C:22](=[O:27])[C:21]2=[CH:1][C:3]1[NH:4][C:5]2[CH2:6][CH2:7][CH2:8][CH2:9][C:10]=2[C:11]=1[CH2:12][CH2:13][C:14]([OH:16])=[O:15]. Reactant: [CH:1]([C:3]1[NH:4][C:5]2[CH2:6][CH2:7][CH2:8][CH2:9][C:10]=2[C:11]=1[CH2:12][CH2:13][C:14]([OH:16])=[O:15])=O.[Br:17][C:18]1[CH:19]=[C:20]2[C:24](=[CH:25][CH:26]=1)[NH:23][C:22](=[O:27])[CH2:21]2.N1CCCC1.C(O)(=O)C. (3) Reactant: [CH:1]([OH:3])=O.[Cl:4][C:5]1[CH:10]=[CH:9][C:8]([CH2:11][C:12]2[C:21]3[C:16](=[CH:17][CH:18]=[CH:19][CH:20]=3)[C:15](=[O:22])[N:14]([CH2:23][C@H:24]3[CH2:28][CH2:27][CH2:26][N:25]3CC(C)C(O)=O)[N:13]=2)=[CH:7][CH:6]=1.CN(C(ON1N=N[C:45]2C=CC=[CH:49][C:44]1=2)=[N+](C)C)C.[B-](F)(F)(F)F.[CH3:57][O:58][CH2:59][CH2:60][NH2:61].C(N(CC)CC)C. Product: [ClH:4].[Cl:4][C:5]1[CH:10]=[CH:9][C:8]([CH2:11][C:12]2[C:21]3[C:16](=[CH:17][CH:18]=[CH:19][CH:20]=3)[C:15](=[O:22])[N:14]([CH2:23][C@H:24]3[CH2:28][CH2:27][CH2:26][N:25]3[C:44]([CH3:49])([CH3:45])[C:1]([NH:61][CH2:60][CH2:59][O:58][CH3:57])=[O:3])[N:13]=2)=[CH:7][CH:6]=1. The catalyst class is: 121. (4) Reactant: [OH:1][C:2]1[CH:7]=[CH:6][C:5]([C:8]2[CH:12]=[C:11]([C:13]([NH:15][CH:16]([CH:21]([CH3:23])[CH3:22])[C:17]([O:19][CH3:20])=[O:18])=[O:14])[O:10][N:9]=2)=[CH:4][CH:3]=1.CC(C)=O.C(=O)([O-])[O-].[K+].[K+].Br[CH2:35][C:36]1[CH:41]=[CH:40][C:39]([F:42])=[CH:38][CH:37]=1. Product: [F:42][C:39]1[CH:40]=[CH:41][C:36]([CH2:35][O:1][C:2]2[CH:7]=[CH:6][C:5]([C:8]3[CH:12]=[C:11]([C:13]([NH:15][CH:16]([CH:21]([CH3:23])[CH3:22])[C:17]([O:19][CH3:20])=[O:18])=[O:14])[O:10][N:9]=3)=[CH:4][CH:3]=2)=[CH:37][CH:38]=1. The catalyst class is: 6.